This data is from NCI-60 drug combinations with 297,098 pairs across 59 cell lines. The task is: Regression. Given two drug SMILES strings and cell line genomic features, predict the synergy score measuring deviation from expected non-interaction effect. (1) Drug 1: CC1C(C(CC(O1)OC2CC(CC3=C2C(=C4C(=C3O)C(=O)C5=C(C4=O)C(=CC=C5)OC)O)(C(=O)CO)O)N)O.Cl. Drug 2: C1=CC(=CC=C1CCCC(=O)O)N(CCCl)CCCl. Cell line: ACHN. Synergy scores: CSS=5.78, Synergy_ZIP=-3.03, Synergy_Bliss=-1.95, Synergy_Loewe=-3.62, Synergy_HSA=-1.42. (2) Drug 1: CC1=C(C(CCC1)(C)C)C=CC(=CC=CC(=CC(=O)O)C)C. Drug 2: CCCCCOC(=O)NC1=NC(=O)N(C=C1F)C2C(C(C(O2)C)O)O. Cell line: HOP-62. Synergy scores: CSS=4.78, Synergy_ZIP=-0.563, Synergy_Bliss=-5.64, Synergy_Loewe=-2.37, Synergy_HSA=-2.85. (3) Drug 1: CNC(=O)C1=NC=CC(=C1)OC2=CC=C(C=C2)NC(=O)NC3=CC(=C(C=C3)Cl)C(F)(F)F. Drug 2: CC(C)CN1C=NC2=C1C3=CC=CC=C3N=C2N. Cell line: SW-620. Synergy scores: CSS=-8.72, Synergy_ZIP=5.12, Synergy_Bliss=-4.57, Synergy_Loewe=-12.5, Synergy_HSA=-12.9. (4) Drug 1: C1CN1P(=S)(N2CC2)N3CC3. Drug 2: CCCCC(=O)OCC(=O)C1(CC(C2=C(C1)C(=C3C(=C2O)C(=O)C4=C(C3=O)C=CC=C4OC)O)OC5CC(C(C(O5)C)O)NC(=O)C(F)(F)F)O. Cell line: HCT-15. Synergy scores: CSS=49.6, Synergy_ZIP=-1.55, Synergy_Bliss=1.93, Synergy_Loewe=-19.1, Synergy_HSA=2.45. (5) Drug 1: C1=NC2=C(N=C(N=C2N1C3C(C(C(O3)CO)O)F)Cl)N. Drug 2: C1CN1C2=NC(=NC(=N2)N3CC3)N4CC4. Cell line: UACC62. Synergy scores: CSS=35.5, Synergy_ZIP=0.732, Synergy_Bliss=0.934, Synergy_Loewe=-0.248, Synergy_HSA=0.368. (6) Drug 1: C1CCC(C1)C(CC#N)N2C=C(C=N2)C3=C4C=CNC4=NC=N3. Drug 2: CC(C)(C#N)C1=CC(=CC(=C1)CN2C=NC=N2)C(C)(C)C#N. Cell line: OVCAR-8. Synergy scores: CSS=1.44, Synergy_ZIP=0.548, Synergy_Bliss=2.47, Synergy_Loewe=1.77, Synergy_HSA=0.579. (7) Drug 1: C1CC(C1)(C(=O)O)C(=O)O.[NH2-].[NH2-].[Pt+2]. Drug 2: CCCCCOC(=O)NC1=NC(=O)N(C=C1F)C2C(C(C(O2)C)O)O. Cell line: CAKI-1. Synergy scores: CSS=-8.15, Synergy_ZIP=3.77, Synergy_Bliss=-1.12, Synergy_Loewe=-8.80, Synergy_HSA=-8.59. (8) Drug 1: C1CC(=O)NC(=O)C1N2CC3=C(C2=O)C=CC=C3N. Drug 2: C1=CC=C(C=C1)NC(=O)CCCCCCC(=O)NO. Cell line: LOX IMVI. Synergy scores: CSS=5.75, Synergy_ZIP=-7.57, Synergy_Bliss=-12.9, Synergy_Loewe=-17.7, Synergy_HSA=-9.48. (9) Drug 1: CS(=O)(=O)C1=CC(=C(C=C1)C(=O)NC2=CC(=C(C=C2)Cl)C3=CC=CC=N3)Cl. Drug 2: COC1=CC(=CC(=C1O)OC)C2C3C(COC3=O)C(C4=CC5=C(C=C24)OCO5)OC6C(C(C7C(O6)COC(O7)C8=CC=CS8)O)O. Cell line: 786-0. Synergy scores: CSS=43.0, Synergy_ZIP=5.23, Synergy_Bliss=5.38, Synergy_Loewe=-5.71, Synergy_HSA=7.22. (10) Drug 1: CC12CCC3C(C1CCC2=O)CC(=C)C4=CC(=O)C=CC34C. Drug 2: CCC1(CC2CC(C3=C(CCN(C2)C1)C4=CC=CC=C4N3)(C5=C(C=C6C(=C5)C78CCN9C7C(C=CC9)(C(C(C8N6C=O)(C(=O)OC)O)OC(=O)C)CC)OC)C(=O)OC)O.OS(=O)(=O)O. Cell line: HOP-92. Synergy scores: CSS=9.97, Synergy_ZIP=0.841, Synergy_Bliss=-1.68, Synergy_Loewe=-26.8, Synergy_HSA=-1.11.